Task: Predict the reactants needed to synthesize the given product.. Dataset: Full USPTO retrosynthesis dataset with 1.9M reactions from patents (1976-2016) Given the product [Cl:15][C:16]1[CH:17]=[C:18]([NH:22][C:23]([N:12]2[CH2:13][CH2:14][C:9]3[NH:8][N:7]=[C:6]([CH:3]4[CH2:4][CH2:5][O:1][CH2:2]4)[C:10]=3[CH2:11]2)=[O:24])[CH:19]=[CH:20][CH:21]=1, predict the reactants needed to synthesize it. The reactants are: [O:1]1[CH2:5][CH2:4][CH:3]([C:6]2[C:10]3[CH2:11][NH:12][CH2:13][CH2:14][C:9]=3[NH:8][N:7]=2)[CH2:2]1.[Cl:15][C:16]1[CH:21]=[CH:20][CH:19]=[C:18]([N:22]=[C:23]=[O:24])[CH:17]=1.